Dataset: Catalyst prediction with 721,799 reactions and 888 catalyst types from USPTO. Task: Predict which catalyst facilitates the given reaction. (1) The catalyst class is: 413. Product: [CH:23]12[CH2:28][CH:27]([CH:25]=[CH:24]1)[CH2:26][CH:22]2[CH2:21][N:7]([CH:1]1[CH2:6][CH2:5][CH2:4][CH2:3][CH2:2]1)[C:8](=[O:20])[NH:9][C:10]1[S:11][C:12]([S:15][CH2:16][C:17]([OH:19])=[O:18])=[CH:13][N:14]=1. Reactant: [CH:1]1([N:7]([CH2:21][CH2:22][C:23]2[CH:28]=[CH:27][CH:26]=[CH:25][CH:24]=2)[C:8](=[O:20])[NH:9][C:10]2[S:11][C:12]([S:15][CH2:16][C:17]([OH:19])=[O:18])=[CH:13][N:14]=2)[CH2:6][CH2:5][CH2:4][CH2:3][CH2:2]1.C1(=O)CCCCC1. (2) The catalyst class is: 46. Product: [NH2:15][C:10]1[C:9]2[N:16]=[C:17]([CH2:22][O:23][CH2:24][CH3:25])[N:18]([CH2:19][CH2:20][CH3:21])[C:8]=2[C:7]2[CH:6]=[C:5]([O:4][CH2:3][CH2:2][NH:1][C:58]([CH:54]3[CH2:55][CH2:56][CH2:57][O:53]3)=[O:59])[CH:14]=[CH:13][C:12]=2[N:11]=1. Reactant: [NH2:1][CH2:2][CH2:3][O:4][C:5]1[CH:14]=[CH:13][C:12]2[N:11]=[C:10]([NH2:15])[C:9]3[N:16]=[C:17]([CH2:22][O:23][CH2:24][CH3:25])[N:18]([CH2:19][CH2:20][CH3:21])[C:8]=3[C:7]=2[CH:6]=1.F[P-](F)(F)(F)(F)F.N1(O[P+](N(C)C)(N(C)C)N(C)C)C2C=CC=CC=2N=N1.[O:53]1[CH2:57][CH2:56][CH2:55][CH:54]1[C:58](O)=[O:59].C(N(CC)CC)C. (3) Product: [N:23]1[CH:24]=[CH:25][CH:26]=[C:21]([CH2:20][NH:19][C:17]([C:15]2[CH:14]=[CH:13][C:12]3[N:8]([C:5]4[CH:6]=[CH:7][C:2]([O:1][CH:62]5[CH2:65][CH:64]([C:66]([O:68][CH3:69])=[O:67])[CH2:63]5)=[CH:3][CH:4]=4)[CH:9]=[N:10][C:11]=3[CH:16]=2)=[O:18])[CH:22]=1. The catalyst class is: 3. Reactant: [OH:1][C:2]1[CH:7]=[CH:6][C:5]([N:8]2[C:12]3[CH:13]=[CH:14][C:15]([C:17]([NH:19][CH2:20][C:21]4[CH:22]=[N:23][CH:24]=[CH:25][CH:26]=4)=[O:18])=[CH:16][C:11]=3[N:10]=[CH:9]2)=[CH:4][CH:3]=1.C1OCCOCCOCCOCCOCCOC1.C([O-])([O-])=O.[K+].[K+].CC1C=CC(S(O[CH:62]2[CH2:65][CH:64]([C:66]([O:68][CH3:69])=[O:67])[CH2:63]2)(=O)=O)=CC=1. (4) Reactant: [O:1]=[C:2]1[CH:6]=[C:5]([C@H:7]2[CH2:12][CH2:11][N:10]([C:13]([O:15][CH3:16])=[O:14])[C@@H:9]([CH2:17][C:18]3[CH:23]=[C:22]([F:24])[C:21]([F:25])=[C:20]([F:26])[CH:19]=3)[CH2:8]2)[O:4][NH:3]1.CCCCCCC.CCO. Product: [O:1]=[C:2]1[CH:6]=[C:5]([C@H:7]2[CH2:12][CH2:11][N:10]([C:13]([O:15][CH3:16])=[O:14])[C@@H:9]([CH2:17][C:18]3[CH:19]=[C:20]([F:26])[C:21]([F:25])=[C:22]([F:24])[CH:23]=3)[CH2:8]2)[O:4][NH:3]1.[O:1]=[C:2]1[CH:6]=[C:5]([C@@H:7]2[CH2:12][CH2:11][N:10]([C:13]([O:15][CH3:16])=[O:14])[C@H:9]([CH2:17][C:18]3[CH:19]=[C:20]([F:26])[C:21]([F:25])=[C:22]([F:24])[CH:23]=3)[CH2:8]2)[O:4][NH:3]1. The catalyst class is: 10. (5) Reactant: [Si]([O:8][CH2:9][C@@H:10]([NH:19][C:20]([N:22]1[CH2:31][CH:30]([OH:32])[C:29]2[CH:28]=[N:27][C:26]([NH:33][CH:34]([CH3:36])[CH3:35])=[N:25][C:24]=2[CH2:23]1)=[O:21])[C:11]1[CH:16]=[CH:15][C:14]([F:17])=[C:13]([Cl:18])[CH:12]=1)(C(C)(C)C)(C)C.CCCC[N+](CCCC)(CCCC)CCCC.[F-]. Product: [Cl:18][C:13]1[CH:12]=[C:11]([C@H:10]([NH:19][C:20]([N:22]2[CH2:31][CH:30]([OH:32])[C:29]3[CH:28]=[N:27][C:26]([NH:33][CH:34]([CH3:36])[CH3:35])=[N:25][C:24]=3[CH2:23]2)=[O:21])[CH2:9][OH:8])[CH:16]=[CH:15][C:14]=1[F:17]. The catalyst class is: 1. (6) Reactant: B(Br)(Br)Br.C[O:6][C:7]1[CH:25]=[CH:24][C:10]2[N:11]=[C:12]([C:14]3[CH:15]=[C:16]([CH:21]=[CH:22][CH:23]=3)[C:17]([O:19]C)=[O:18])[S:13][C:9]=2[CH:8]=1. Product: [OH:6][C:7]1[CH:25]=[CH:24][C:10]2[N:11]=[C:12]([C:14]3[CH:15]=[C:16]([CH:21]=[CH:22][CH:23]=3)[C:17]([OH:19])=[O:18])[S:13][C:9]=2[CH:8]=1. The catalyst class is: 4. (7) Reactant: [CH3:1][O:2][C:3](=[S:30])[NH:4][CH2:5][C:6]1[N:7]=[N:8][N:9]([C:11]2[CH:16]=[C:15]([F:17])[C:14]([N:18]3C(=O)C4C(=CC=CC=4)C3=O)=[C:13]([F:29])[CH:12]=2)[CH:10]=1.C(N)CN. The catalyst class is: 5. Product: [CH3:1][O:2][C:3](=[S:30])[NH:4][CH2:5][C:6]1[N:7]=[N:8][N:9]([C:11]2[CH:12]=[C:13]([F:29])[C:14]([NH2:18])=[C:15]([F:17])[CH:16]=2)[CH:10]=1. (8) Reactant: [Cl:1][C:2]1[CH:9]=[C:8]([Cl:10])[CH:7]=[CH:6][C:3]=1[CH:4]=[O:5].[CH:11](OC)(OC)OC.[C:18]([Si](C)(C)C)#[N:19]. Product: [Cl:1][C:2]1[CH:9]=[C:8]([Cl:10])[CH:7]=[CH:6][C:3]=1[CH:4]([O:5][CH3:11])[C:18]#[N:19]. The catalyst class is: 805. (9) Reactant: [CH3:1][O:2][C:3](=[O:55])[CH2:4][NH:5][C:6](=[O:54])[C@H:7]([NH:11][C:12](=[O:53])[C@H:13]([NH:35]C(OCC1C2C=CC=CC=2C2C1=CC=CC=2)=O)[CH2:14][S:15][C:16]([C:29]1[CH:34]=[CH:33][CH:32]=[CH:31][CH:30]=1)([C:23]1[CH:28]=[CH:27][CH:26]=[CH:25][CH:24]=1)[C:17]1[CH:22]=[CH:21][CH:20]=[CH:19][CH:18]=1)[CH:8](C)[CH3:9].N(CC)CC.[C:61]([NH:78][C@@H:79]([C:87](O)=[O:88])[CH2:80][C:81]1[CH:86]=[CH:85][CH:84]=[CH:83][CH:82]=1)([O:63][CH2:64][CH:65]1[C:77]2[C:72](=[CH:73][CH:74]=[CH:75][CH:76]=2)[C:71]2[C:66]1=[CH:67][CH:68]=[CH:69][CH:70]=2)=[O:62].C1CN([P+](ON2N=NC3C=CC=CC2=3)(N2CCCC2)N2CCCC2)CC1.F[P-](F)(F)(F)(F)F.C(N(C(C)C)C(C)C)C. Product: [CH3:1][O:2][C:3](=[O:55])[CH2:4][NH:5][C:6]([C:7]1([NH:11][C:12](=[O:53])[C@H:13]([NH:35][C:87](=[O:88])[C@H:79]([NH:78][C:61]([O:63][CH2:64][CH:65]2[C:77]3[CH:76]=[CH:75][CH:74]=[CH:73][C:72]=3[C:71]3[C:66]2=[CH:67][CH:68]=[CH:69][CH:70]=3)=[O:62])[CH2:80][C:81]2[CH:82]=[CH:83][CH:84]=[CH:85][CH:86]=2)[CH2:14][S:15][C:16]([C:23]2[CH:28]=[CH:27][CH:26]=[CH:25][CH:24]=2)([C:17]2[CH:18]=[CH:19][CH:20]=[CH:21][CH:22]=2)[C:29]2[CH:34]=[CH:33][CH:32]=[CH:31][CH:30]=2)[CH2:9][CH2:8]1)=[O:54]. The catalyst class is: 496. (10) Reactant: [H-].[Na+].[C:3]([C:5]1[CH:10]=[CH:9][C:8]([C@@:11]2([CH3:22])[C:15](=[O:16])[N:14]([CH2:17][C:18]([OH:20])=[O:19])[C:13](=[O:21])[NH:12]2)=[CH:7][CH:6]=1)#[N:4].[CH2:23](Br)[C:24]1[CH:29]=[CH:28][CH:27]=[CH:26][CH:25]=1. Product: [C:3]([C:5]1[CH:6]=[CH:7][C:8]([C@@:11]2([CH3:22])[C:15](=[O:16])[N:14]([CH2:17][C:18]([O:20][CH2:23][C:24]3[CH:29]=[CH:28][CH:27]=[CH:26][CH:25]=3)=[O:19])[C:13](=[O:21])[N:12]2[CH2:3][C:5]2[CH:10]=[CH:9][CH:8]=[CH:7][CH:6]=2)=[CH:9][CH:10]=1)#[N:4]. The catalyst class is: 3.